Predict the reaction yield, written as a fraction of the theoretical maximum amount of product (1.0 means a 100% yield; for example, 0.34 means a 34% yield). From a dataset of Reaction yield outcomes from USPTO patents with 853,638 reactions. (1) The reactants are [NH2:1][N:2]1[CH:7]=[CH:6][CH:5]=[C:4]([CH3:8])[C:3]1=[NH2+:9].CC1C=C(C)C=C(C)C=1S([O-])(=O)=O.[Cl:23][CH2:24][C:25](OC)=O.C(=O)([O-])[O-].[K+].[K+]. The catalyst is CCO. The product is [Cl:23][CH2:24][C:25]1[N:9]=[C:3]2[C:4]([CH3:8])=[CH:5][CH:6]=[CH:7][N:2]2[N:1]=1. The yield is 0.270. (2) The reactants are [Br:1][C:2]1[C:14](=[O:15])[N:13]([CH:16]([CH3:18])[CH3:17])[C:5]2[N:6]=[C:7]([S:11][CH3:12])[N:8]=[C:9]([CH3:10])[C:4]=2[CH:3]=1.C1C=C(Cl)C=C(C(OO)=[O:27])C=1. The catalyst is C(Cl)Cl. The product is [Br:1][C:2]1[C:14](=[O:15])[N:13]([CH:16]([CH3:18])[CH3:17])[C:5]2[N:6]=[C:7]([S:11]([CH3:12])=[O:27])[N:8]=[C:9]([CH3:10])[C:4]=2[CH:3]=1. The yield is 0.480. (3) The reactants are [Br:1][C:2]1[CH:3]=[C:4]([CH2:8][C:9]([OH:11])=[O:10])[CH:5]=[CH:6][CH:7]=1.S(=O)(=O)(O)O.[CH3:17]O. No catalyst specified. The product is [Br:1][C:2]1[CH:3]=[C:4]([CH2:8][C:9]([O:11][CH3:17])=[O:10])[CH:5]=[CH:6][CH:7]=1. The yield is 0.910. (4) The catalyst is C1COCC1.[Cl-].[Na+].O.O. The product is [Cl:29][CH2:28][CH2:27][CH2:26][CH2:25][CH2:24][C:13]1([C:16]([O:18][C:19]([CH3:22])([CH3:21])[CH3:20])=[O:17])[CH2:15][CH2:14]1. The yield is 0.730. The reactants are [Li]CCCC.N(C(C)C)C(C)C.[CH:13]1([C:16]([O:18][C:19]([CH3:22])([CH3:21])[CH3:20])=[O:17])[CH2:15][CH2:14]1.Br[CH2:24][CH2:25][CH2:26][CH2:27][CH2:28][Cl:29].Cl. (5) The reactants are [CH2:1]([CH:8]1[CH2:13][CH2:12][NH:11][CH2:10][CH2:9]1)[C:2]1[CH:7]=[CH:6][CH:5]=[CH:4][CH:3]=1.C([O-])([O-])=O.[K+].[K+].[Cl:20][CH2:21][C:22](Cl)=[O:23]. The catalyst is C1COCC1. The product is [CH2:1]([CH:8]1[CH2:13][CH2:12][N:11]([C:22]([CH2:21][Cl:20])=[O:23])[CH2:10][CH2:9]1)[C:2]1[CH:7]=[CH:6][CH:5]=[CH:4][CH:3]=1. The yield is 0.915. (6) The reactants are [NH2:1][C:2]1[CH:9]=[CH:8][C:5]([CH2:6][NH2:7])=[CH:4][CH:3]=1.[C:10]([O:14][C:15](O[C:15]([O:14][C:10]([CH3:13])([CH3:12])[CH3:11])=[O:16])=[O:16])([CH3:13])([CH3:12])[CH3:11]. The catalyst is O1CCCC1. The product is [C:10]([O:14][C:15]([NH:7][CH2:6][C:5]1[CH:8]=[CH:9][C:2]([NH2:1])=[CH:3][CH:4]=1)=[O:16])([CH3:13])([CH3:12])[CH3:11]. The yield is 0.960. (7) The reactants are [C:1]1([CH3:11])[CH:6]=[CH:5][C:4]([S:7](Cl)(=[O:9])=[O:8])=[CH:3][CH:2]=1.[O:12]1[CH2:16][CH:15]=[CH:14][C@H:13]1[C@@H:17]([OH:30])[CH2:18][NH:19][C:20](=[O:29])[O:21][CH2:22][C:23]1[CH:28]=[CH:27][CH:26]=[CH:25][CH:24]=1. The catalyst is N1C=CC=CC=1.O. The product is [CH3:11][C:1]1[CH:6]=[CH:5][C:4]([S:7]([O:30][C@H:17]([C@@H:13]2[CH:14]=[CH:15][CH2:16][O:12]2)[CH2:18][NH:19][C:20]([O:21][CH2:22][C:23]2[CH:24]=[CH:25][CH:26]=[CH:27][CH:28]=2)=[O:29])(=[O:9])=[O:8])=[CH:3][CH:2]=1. The yield is 0.610.